From a dataset of Forward reaction prediction with 1.9M reactions from USPTO patents (1976-2016). Predict the product of the given reaction. The product is: [OH:14][C@@H:15]([C@H:17]1[C:37](=[O:38])[N:19]2[C:20]([C:34]([O:36][CH2:10][O:9][C:8]([N:7]([CH:1]3[CH2:6][CH2:5][CH2:4][CH2:3][CH2:2]3)[CH3:13])=[O:12])=[O:35])=[C:21]([S:24]/[CH:25]=[CH:26]\[C:27]3[S:31][CH:30]=[N:29][C:28]=3[CH2:32][OH:33])[C@H:22]([CH3:23])[C@H:18]12)[CH3:16]. Given the reactants [CH:1]1([N:7]([CH3:13])[C:8](=[O:12])[O:9][CH2:10]Cl)[CH2:6][CH2:5][CH2:4][CH2:3][CH2:2]1.[OH:14][C@@H:15]([C@H:17]1[C:37](=[O:38])[N:19]2[C:20]([C:34]([O-:36])=[O:35])=[C:21]([S:24]/[CH:25]=[CH:26]\[C:27]3[S:31][CH:30]=[N:29][C:28]=3[CH2:32][OH:33])[C@H:22]([CH3:23])[C@H:18]12)[CH3:16].[Na+], predict the reaction product.